From a dataset of Catalyst prediction with 721,799 reactions and 888 catalyst types from USPTO. Predict which catalyst facilitates the given reaction. Reactant: O=[C:2]([CH2:7][CH2:8][C:9]([O:11]C)=O)[C:3]([O:5][CH3:6])=[O:4].[F:13][C:14]([F:25])([F:24])[C:15]1[CH:23]=[CH:22][C:18]([CH2:19][NH:20][NH2:21])=[CH:17][CH:16]=1.NN. Product: [O:11]=[C:9]1[N:20]([CH2:19][C:18]2[CH:17]=[CH:16][C:15]([C:14]([F:13])([F:25])[F:24])=[CH:23][CH:22]=2)[N:21]=[C:2]([C:3]([O:5][CH3:6])=[O:4])[CH2:7][CH2:8]1. The catalyst class is: 502.